Dataset: Forward reaction prediction with 1.9M reactions from USPTO patents (1976-2016). Task: Predict the product of the given reaction. (1) Given the reactants [NH2:1][C:2]1[CH:7]=[CH:6][CH:5]=[CH:4][C:3]=1[NH:8][C:9](=[O:11])[CH3:10].[C:12]([C:20]1[C:21](=[O:31])[N:22]([CH3:30])[C:23](=[O:29])[N:24]([CH3:28])[C:25]=1[CH2:26]Br)(=O)[C:13]1[CH:18]=[CH:17][CH:16]=[CH:15][CH:14]=1.C(N(CC)CC)C, predict the reaction product. The product is: [CH3:28][N:24]1[C:25]2=[CH:26][N:1]([C:2]3[CH:7]=[CH:6][CH:5]=[CH:4][C:3]=3[NH:8][C:9](=[O:11])[CH3:10])[C:12]([C:13]3[CH:14]=[CH:15][CH:16]=[CH:17][CH:18]=3)=[C:20]2[C:21](=[O:31])[N:22]([CH3:30])[C:23]1=[O:29]. (2) The product is: [NH2:34][C:15]1[N:14]=[C:13]([C:12]2[S:11][C:10]([C:20]([CH3:22])([CH3:23])[CH3:21])=[N:9][C:8]=2[C:7]2[C:2]([Cl:1])=[C:3]([NH:24][S:25]([C:28]3[O:29][CH:30]=[CH:31][CH:32]=3)(=[O:26])=[O:27])[CH:4]=[CH:5][CH:6]=2)[CH:18]=[CH:17][N:16]=1. Given the reactants [Cl:1][C:2]1[C:7]([C:8]2[N:9]=[C:10]([C:20]([CH3:23])([CH3:22])[CH3:21])[S:11][C:12]=2[C:13]2[CH:18]=[CH:17][N:16]=[C:15](Cl)[N:14]=2)=[CH:6][CH:5]=[CH:4][C:3]=1[NH:24][S:25]([C:28]1[O:29][CH:30]=[CH:31][CH:32]=1)(=[O:27])=[O:26].[OH-].[NH4+:34], predict the reaction product. (3) Given the reactants [NH2:1][C:2]1[CH:7]=[CH:6][C:5]([NH:8][C:9](=[O:15])/[CH:10]=[CH:11]\[C:12]([OH:14])=[O:13])=[CH:4][CH:3]=1.[OH2:16].[OH-].[Na+:18], predict the reaction product. The product is: [OH2:13].[OH2:16].[NH2:1][C:2]1[CH:3]=[CH:4][C:5]([NH:8][C:9](=[O:15])/[CH:10]=[CH:11]\[C:12]([O-:14])=[O:13])=[CH:6][CH:7]=1.[Na+:18]. (4) Given the reactants [F:1][C:2]1[CH:7]=[CH:6][C:5]([F:8])=[CH:4][C:3]=1[C@H:9]1[CH2:13][CH2:12][CH2:11][N:10]1[C:14]1[CH:15]=[CH:16][C:17]2[N:18]([C:20]([NH2:23])=[CH:21][N:22]=2)[N:19]=1.[F:24][C:25]([F:36])([F:35])[C:26](O[C:26](=[O:27])[C:25]([F:36])([F:35])[F:24])=[O:27].N1C=CC=CC=1, predict the reaction product. The product is: [F:1][C:2]1[CH:7]=[CH:6][C:5]([F:8])=[CH:4][C:3]=1[C@H:9]1[CH2:13][CH2:12][CH2:11][N:10]1[C:14]1[CH:15]=[CH:16][C:17]2[N:18]([C:20]([NH:23][C:26](=[O:27])[C:25]([F:36])([F:35])[F:24])=[CH:21][N:22]=2)[N:19]=1. (5) Given the reactants [CH2:1]([O:3][C:4]([C:6]1[NH:14][C:13]2[CH:12]=[CH:11][N:10]=[CH:9][C:8]=2[C:7]=1[NH:15][C:16]1[CH:21]=[CH:20][C:19]([I:22])=[CH:18][C:17]=1[F:23])=[O:5])[CH3:2].[CH2:24](Br)[C:25]#[CH:26].C1CCN2C(=NCCC2)CC1, predict the reaction product. The product is: [CH2:1]([O:3][C:4]([C:6]1[N:14]([CH2:26][C:25]#[CH:24])[C:13]2[CH:12]=[CH:11][N:10]=[CH:9][C:8]=2[C:7]=1[NH:15][C:16]1[CH:21]=[CH:20][C:19]([I:22])=[CH:18][C:17]=1[F:23])=[O:5])[CH3:2].